This data is from Experimental lipophilicity measurements (octanol/water distribution) for 4,200 compounds from AstraZeneca. The task is: Regression/Classification. Given a drug SMILES string, predict its absorption, distribution, metabolism, or excretion properties. Task type varies by dataset: regression for continuous measurements (e.g., permeability, clearance, half-life) or binary classification for categorical outcomes (e.g., BBB penetration, CYP inhibition). For this dataset (lipophilicity_astrazeneca), we predict Y. (1) The Y is 3.71 logD. The drug is N#CCc1c[nH]c2ccc(OCc3ccccc3)cc12. (2) The drug is C[C@@H](NC1=CC(=O)NCC1)c1ccc(Nc2ncc3cc(-c4ccncc4)ccc3n2)cc1. The Y is 3.02 logD. (3) The molecule is CCC(C)(C)C(=O)O[C@H]1C[C@@H](C)C=C2C=C[C@H](C)[C@H](CC[C@@H]3C[C@@H](O)CC(=O)O3)[C@H]21. The Y is 3.70 logD. (4) The compound is O=c1[nH]c(-c2ccccc2)nc2cc(Cl)ccc12. The Y is 3.31 logD. (5) The drug is COc1ccccc1-c1nnc(N)[nH]1. The Y is 0.910 logD.